This data is from Full USPTO retrosynthesis dataset with 1.9M reactions from patents (1976-2016). The task is: Predict the reactants needed to synthesize the given product. (1) Given the product [CH2:1]([N:8]1[CH2:9][C@@H:10]([CH2:11][Cl:12])[O:13][C:25]1=[O:26])[C:2]1[CH:7]=[CH:6][CH:5]=[CH:4][CH:3]=1, predict the reactants needed to synthesize it. The reactants are: [CH2:1]([NH:8][CH2:9][C@H:10]([OH:13])[CH2:11][Cl:12])[C:2]1[CH:7]=[CH:6][CH:5]=[CH:4][CH:3]=1.C(Cl)(Cl)Cl.C(NC(C)C)(C)C.[C:25](N1C=CN=C1)(N1C=CN=C1)=[O:26]. (2) Given the product [CH3:20][C:18]1[CH:17]=[CH:16][N:15]2[CH:21]=[C:12]([C:7]3[O:8][C:9]4[C:4]([C:5](=[O:22])[CH:6]=3)=[CH:3][C:2]([N:33]3[CH2:32][CH2:31][N:30]([C:23]([O:25][C:26]([CH3:29])([CH3:28])[CH3:27])=[O:24])[CH2:35][CH2:34]3)=[CH:11][CH:10]=4)[N:13]=[C:14]2[CH:19]=1, predict the reactants needed to synthesize it. The reactants are: Br[C:2]1[CH:3]=[C:4]2[C:9](=[CH:10][CH:11]=1)[O:8][C:7]([C:12]1[N:13]=[C:14]3[CH:19]=[C:18]([CH3:20])[CH:17]=[CH:16][N:15]3[CH:21]=1)=[CH:6][C:5]2=[O:22].[C:23]([N:30]1[CH2:35][CH2:34][NH:33][CH2:32][CH2:31]1)([O:25][C:26]([CH3:29])([CH3:28])[CH3:27])=[O:24].COC1C=CC=C(OC)C=1C1C=CC=CC=1P(C1CCCCC1)C1CCCCC1.C([O-])([O-])=O.[Cs+].[Cs+]. (3) Given the product [Cl:1][C:2]1[CH:9]=[CH:8][CH:7]=[CH:6][C:3]=1[CH:4]([N:17]([C:13]1[CH:14]=[CH:15][CH:16]=[C:11]([F:10])[CH:12]=1)[C:28]([C@@H:26]1[CH2:27][N:23]([CH2:22][C:21]([O:20][CH2:18][CH3:19])=[O:32])[C:24](=[O:31])[NH:25]1)=[O:30])[C:39]([NH:38][CH:36]1[CH2:37][C:34]([F:40])([F:33])[CH2:35]1)=[O:42], predict the reactants needed to synthesize it. The reactants are: [Cl:1][C:2]1[CH:9]=[CH:8][CH:7]=[CH:6][C:3]=1[CH:4]=O.[F:10][C:11]1[CH:12]=[C:13]([NH2:17])[CH:14]=[CH:15][CH:16]=1.[CH2:18]([O:20][C:21](=[O:32])[CH2:22][N:23]1[CH2:27][C@@H:26]([C:28]([OH:30])=O)[NH:25][C:24]1=[O:31])[CH3:19].[F:33][C:34]1([F:40])[CH2:37][CH:36]([N+:38]#[C-:39])[CH2:35]1.C[OH:42]. (4) Given the product [CH3:11][O:12][C:13](=[O:32])[C:14]1[CH:15]=[CH:16][C:17]([C:20]2[CH:24]=[C:23]([NH:25][S:7]([C:1]3[CH:6]=[CH:5][CH:4]=[CH:3][CH:2]=3)(=[O:9])=[O:8])[N:22]([C:26]3[CH:27]=[CH:28][CH:29]=[CH:30][CH:31]=3)[N:21]=2)=[CH:18][CH:19]=1.[CH3:11][O:12][C:13](=[O:32])[C:14]1[CH:15]=[CH:16][C:17]([C:20]2[CH:24]=[C:23]([N:25]([S:7]([C:1]3[CH:6]=[CH:5][CH:4]=[CH:3][CH:2]=3)(=[O:9])=[O:8])[S:7]([C:1]3[CH:6]=[CH:5][CH:4]=[CH:3][CH:2]=3)(=[O:9])=[O:8])[N:22]([C:26]3[CH:27]=[CH:28][CH:29]=[CH:30][CH:31]=3)[N:21]=2)=[CH:18][CH:19]=1, predict the reactants needed to synthesize it. The reactants are: [C:1]1([S:7](Cl)(=[O:9])=[O:8])[CH:6]=[CH:5][CH:4]=[CH:3][CH:2]=1.[CH3:11][O:12][C:13](=[O:32])[C:14]1[CH:19]=[CH:18][C:17]([C:20]2[CH:24]=[C:23]([NH2:25])[N:22]([C:26]3[CH:31]=[CH:30][CH:29]=[CH:28][CH:27]=3)[N:21]=2)=[CH:16][CH:15]=1. (5) Given the product [CH2:29]([O:28][C:20]1([O:19][CH2:17][CH3:18])[CH2:25][N:24]([C:14]([C:9]2[N:10]=[C:11]([CH3:13])[S:12][C:8]=2[C:5]2[CH:4]=[CH:3][C:2]([F:1])=[CH:7][CH:6]=2)=[O:16])[CH:23]([CH2:26][OH:27])[CH2:22][CH2:21]1)[CH3:30], predict the reactants needed to synthesize it. The reactants are: [F:1][C:2]1[CH:7]=[CH:6][C:5]([C:8]2[S:12][C:11]([CH3:13])=[N:10][C:9]=2[C:14]([OH:16])=O)=[CH:4][CH:3]=1.[CH2:17]([O:19][C:20]1([O:28][CH2:29][CH3:30])[CH2:25][NH:24][CH:23]([CH2:26][OH:27])[CH2:22][CH2:21]1)[CH3:18]. (6) Given the product [CH:33]1([P:16]([CH:10]2[CH2:11][CH2:12][CH2:13][CH2:14][CH2:15]2)[C:17]2[CH:22]=[CH:21][CH:20]=[CH:19][C:18]=2[C:23]2[C:28]([O:29][CH3:30])=[CH:27][CH:26]=[CH:25][C:24]=2[O:31][CH3:32])[CH2:38][CH2:37][CH2:36][CH2:35][CH2:34]1.[Pd:9], predict the reactants needed to synthesize it. The reactants are: CC([O-])=O.CC([O-])=O.[Pd+2:9].[CH:10]1([P:16]([CH:33]2[CH2:38][CH2:37][CH2:36][CH2:35][CH2:34]2)[C:17]2[CH:22]=[CH:21][CH:20]=[CH:19][C:18]=2[C:23]2[C:28]([O:29][CH3:30])=[CH:27][CH:26]=[CH:25][C:24]=2[O:31][CH3:32])[CH2:15][CH2:14][CH2:13][CH2:12][CH2:11]1. (7) Given the product [CH2:23]([N:11]1[C:12]2[C:7](=[C:6]([OH:37])[C:5]([C:3]([NH:38][CH2:39][CH2:40][C:41]([OH:43])=[O:42])=[O:4])=[N:14][C:13]=2[C:15]2[CH:16]=[N:17][CH:18]=[C:19]([O:21][CH3:22])[CH:20]=2)[CH:8]=[C:9]([C:31]2[CH:36]=[CH:35][CH:34]=[CH:33][CH:32]=2)[C:10]1=[O:30])[C:24]1[CH:29]=[CH:28][CH:27]=[CH:26][CH:25]=1, predict the reactants needed to synthesize it. The reactants are: CO[C:3]([C:5]1[C:6]([OH:37])=[C:7]2[C:12](=[C:13]([C:15]3[CH:16]=[N:17][CH:18]=[C:19]([O:21][CH3:22])[CH:20]=3)[N:14]=1)[N:11]([CH2:23][C:24]1[CH:29]=[CH:28][CH:27]=[CH:26][CH:25]=1)[C:10](=[O:30])[C:9]([C:31]1[CH:36]=[CH:35][CH:34]=[CH:33][CH:32]=1)=[CH:8]2)=[O:4].[NH2:38][CH2:39][CH2:40][C:41]([OH:43])=[O:42].C[O-].[Na+]. (8) Given the product [Br:8][C:9]1[N:14]2[CH:15]=[N:16][CH:17]=[C:13]2[C:12]([O:18][CH2:19][C@@H:20]2[CH2:25][CH2:24][CH2:23][N:22]([CH2:26][CH3:3])[CH2:21]2)=[N:11][C:10]=1[Cl:33], predict the reactants needed to synthesize it. The reactants are: Cl.O1CCOC[CH2:3]1.[Br:8][C:9]1[N:14]2[CH:15]=[N:16][CH:17]=[C:13]2[C:12]([O:18][CH2:19][C@@H:20]2[CH2:25][CH2:24][CH2:23][N:22]([C:26](OC(C)(C)C)=O)[CH2:21]2)=[N:11][C:10]=1[Cl:33].C(N(CC)C(C)C)(C)C.C(=O)C.C(O[BH-](OC(=O)C)OC(=O)C)(=O)C.[Na+]. (9) Given the product [Cl:1][C:2]1[C:10]([Cl:11])=[CH:9][CH:8]=[CH:7][C:3]=1[C:4]([NH:12][CH2:13][CH:14]([C:19]1[CH:24]=[N:23][C:22]([C:25]([OH:28])([CH3:26])[CH3:27])=[CH:21][CH:20]=1)[CH2:15][CH:16]1[CH2:18][CH2:17]1)=[O:6], predict the reactants needed to synthesize it. The reactants are: [Cl:1][C:2]1[C:10]([Cl:11])=[CH:9][CH:8]=[CH:7][C:3]=1[C:4]([OH:6])=O.[NH2:12][CH2:13][CH:14]([C:19]1[CH:20]=[CH:21][C:22]([C:25]([OH:28])([CH3:27])[CH3:26])=[N:23][CH:24]=1)[CH2:15][CH:16]1[CH2:18][CH2:17]1. (10) Given the product [OH:16][C:15]1[CH:14]=[CH:13][C:8]([C:9]([O:11][CH3:12])=[O:10])=[CH:7][C:6]=1/[C:1](=[N:24]/[OH:25])/[CH2:2][CH2:3][CH3:4], predict the reactants needed to synthesize it. The reactants are: [C:1]([C:6]1[CH:7]=[C:8]([CH:13]=[CH:14][C:15]=1[OH:16])[C:9]([O:11][CH3:12])=[O:10])(=O)[CH2:2][CH2:3][CH3:4].N1C=CC=CC=1.Cl.[NH2:24][OH:25].